From a dataset of NCI-60 drug combinations with 297,098 pairs across 59 cell lines. Regression. Given two drug SMILES strings and cell line genomic features, predict the synergy score measuring deviation from expected non-interaction effect. (1) Synergy scores: CSS=33.3, Synergy_ZIP=2.75, Synergy_Bliss=-3.36, Synergy_Loewe=-11.0, Synergy_HSA=-8.39. Drug 2: CS(=O)(=O)OCCCCOS(=O)(=O)C. Cell line: HL-60(TB). Drug 1: CN1CCC(CC1)COC2=C(C=C3C(=C2)N=CN=C3NC4=C(C=C(C=C4)Br)F)OC. (2) Synergy scores: CSS=11.7, Synergy_ZIP=3.49, Synergy_Bliss=5.85, Synergy_Loewe=0.582, Synergy_HSA=0.363. Drug 2: C1=CC=C(C=C1)NC(=O)CCCCCCC(=O)NO. Cell line: MDA-MB-435. Drug 1: CCC1(CC2CC(C3=C(CCN(C2)C1)C4=CC=CC=C4N3)(C5=C(C=C6C(=C5)C78CCN9C7C(C=CC9)(C(C(C8N6C)(C(=O)OC)O)OC(=O)C)CC)OC)C(=O)OC)O.OS(=O)(=O)O. (3) Drug 1: CC1=C(C(CCC1)(C)C)C=CC(=CC=CC(=CC(=O)O)C)C. Drug 2: C1CC(=O)NC(=O)C1N2C(=O)C3=CC=CC=C3C2=O. Cell line: HOP-92. Synergy scores: CSS=-0.345, Synergy_ZIP=1.99, Synergy_Bliss=5.35, Synergy_Loewe=1.09, Synergy_HSA=1.43.